This data is from Catalyst prediction with 721,799 reactions and 888 catalyst types from USPTO. The task is: Predict which catalyst facilitates the given reaction. The catalyst class is: 2. Reactant: [N+:1]([C:4]1[CH:5]=[C:6]([CH2:10]O)[CH:7]=[CH:8][CH:9]=1)([O-:3])=[O:2].S(Cl)([Cl:14])=O. Product: [Cl:14][CH2:10][C:6]1[CH:7]=[CH:8][CH:9]=[C:4]([N+:1]([O-:3])=[O:2])[CH:5]=1.